From a dataset of Full USPTO retrosynthesis dataset with 1.9M reactions from patents (1976-2016). Predict the reactants needed to synthesize the given product. (1) Given the product [F:24][C:25]1[C:30]([C:2]2[CH:3]=[C:4]3[C@:15]4([N:20]=[C:19]([NH2:21])[CH2:18][O:17][CH2:16]4)[C:14]4[CH:13]=[C:12]([O:22][CH3:23])[N:11]=[CH:10][C:9]=4[O:8][C:5]3=[CH:6][CH:7]=2)=[CH:29][CH:28]=[CH:27][N:26]=1, predict the reactants needed to synthesize it. The reactants are: Br[C:2]1[CH:3]=[C:4]2[C@:15]3([N:20]=[C:19]([NH2:21])[CH2:18][O:17][CH2:16]3)[C:14]3[CH:13]=[C:12]([O:22][CH3:23])[N:11]=[CH:10][C:9]=3[O:8][C:5]2=[CH:6][CH:7]=1.[F:24][C:25]1[C:30](B(O)O)=[CH:29][CH:28]=[CH:27][N:26]=1.P([O-])([O-])([O-])=O.[K+].[K+].[K+]. (2) Given the product [Br:20][C:21]1[CH:30]=[CH:29][CH:28]=[C:27]2[C:22]=1/[C:23](=[CH:33]/[NH:7][CH2:6][C:5]1[CH:8]=[CH:9][C:10]([O:11][CH3:12])=[C:3]([OH:2])[CH:4]=1)/[C:24](=[O:32])[NH:25][C:26]2=[O:31], predict the reactants needed to synthesize it. The reactants are: Cl.[OH:2][C:3]1[CH:4]=[C:5]([CH:8]=[CH:9][C:10]=1[O:11][CH3:12])[CH2:6][NH2:7].CCN(CC)CC.[Br:20][C:21]1[CH:30]=[CH:29][CH:28]=[C:27]2[C:22]=1/[C:23](=[CH:33]\OC)/[C:24](=[O:32])[NH:25][C:26]2=[O:31].O. (3) Given the product [CH3:59][O:60][C:61](=[O:62])[NH:63][C@@H:64]([CH:68]([CH3:70])[CH3:69])[C:51]([N:47]1[CH2:48][CH2:49][CH2:50][C@H:46]1[C:44]1[NH:45][C:41]([C:36]2[CH:37]=[C:38]3[CH2:39][O:40][C:27]4[CH:26]=[C:25]5[C:30]([CH:31]=[CH:32][C:22]6[N:21]=[C:20]([C@@H:6]7[CH2:5][C@H:4]([O:3][CH2:1][CH3:2])[CH2:8][N:7]7[C:9](=[O:19])[C@@H:10]([NH:11][C:12]([O:14][CH3:15])=[O:13])[CH:16]([CH3:17])[CH3:18])[NH:24][C:23]=65)=[CH:29][C:28]=4[C:33]3=[CH:34][CH:35]=2)=[CH:42][N:43]=1)=[O:53], predict the reactants needed to synthesize it. The reactants are: [CH2:1]([O:3][C@@H:4]1[CH2:8][N:7]([C:9](=[O:19])[C@H:10]([CH:16]([CH3:18])[CH3:17])[NH:11][C:12]([O:14][CH3:15])=[O:13])[C@H:6]([C:20]2[NH:24][C:23]3[C:25]4[C:30]([CH:31]=[CH:32][C:22]=3[N:21]=2)=[CH:29][C:28]2[C:33]3[C:38]([CH2:39][O:40][C:27]=2[CH:26]=4)=[CH:37][C:36]([C:41]2[NH:45][C:44]([C@@H:46]4[CH2:50][CH2:49][CH2:48][N:47]4[C:51]([O:53]C(C)(C)C)=O)=[N:43][CH:42]=2)=[CH:35][CH:34]=3)[CH2:5]1)[CH3:2].Cl.[CH3:59][O:60][C:61]([NH:63][C@@H:64]([CH:68]([CH3:70])[CH3:69])C(O)=O)=[O:62].CN(C(ON1N=NC2C=CC=NC1=2)=[N+](C)C)C.F[P-](F)(F)(F)(F)F.CCN(C(C)C)C(C)C. (4) Given the product [CH3:18][O:17][C:10]1[CH:11]=[CH:12][CH:13]=[C:14]([O:15][CH3:16])[C:9]=1[CH:2]1[N:1]([CH2:28][C:27]2[CH:30]=[CH:31][CH:32]=[C:25]([C:23]3[N:24]=[C:20]([CH3:19])[S:21][CH:22]=3)[CH:26]=2)[C:5](=[O:7])[CH2:4][CH2:3]1, predict the reactants needed to synthesize it. The reactants are: [NH2:1][CH:2]([C:9]1[C:14]([O:15][CH3:16])=[CH:13][CH:12]=[CH:11][C:10]=1[O:17][CH3:18])[CH2:3][CH2:4][C:5]([O:7]C)=O.[CH3:19][C:20]1[S:21][CH:22]=[C:23]([C:25]2[CH:26]=[C:27]([CH:30]=[CH:31][CH:32]=2)[CH:28]=O)[N:24]=1. (5) Given the product [CH:1]1([CH2:5][C:6]2[N:7]=[C:8]([C:11]3[O:24][C:15]([CH2:16][C:17]([CH3:22])([CH3:23])[C:18]([O:20][CH3:21])=[O:19])=[N:14][N:13]=3)[S:9][CH:10]=2)[CH2:2][CH2:3][CH2:4]1, predict the reactants needed to synthesize it. The reactants are: [CH:1]1([CH2:5][C:6]2[N:7]=[C:8]([C:11]([NH:13][NH:14][C:15](=[O:24])[CH2:16][C:17]([CH3:23])([CH3:22])[C:18]([O:20][CH3:21])=[O:19])=O)[S:9][CH:10]=2)[CH2:4][CH2:3][CH2:2]1.N1C=CC=CC=1.O(S(C(F)(F)F)(=O)=O)S(C(F)(F)F)(=O)=O. (6) Given the product [Cl:1][C:2]1[CH:3]=[CH:4][C:5]([C:8]2[CH:9]=[C:10]([CH:17]3[CH2:19][CH2:18]3)[C:11]3[N:12]([C:14]([I:20])=[CH:15][N:16]=3)[CH:13]=2)=[CH:6][CH:7]=1, predict the reactants needed to synthesize it. The reactants are: [Cl:1][C:2]1[CH:7]=[CH:6][C:5]([C:8]2[CH:9]=[C:10]([CH:17]3[CH2:19][CH2:18]3)[C:11]3[N:12]([CH:14]=[CH:15][N:16]=3)[CH:13]=2)=[CH:4][CH:3]=1.[I:20]Cl. (7) The reactants are: [CH3:1][C:2]([S:8][CH2:9][C:10]1[C:15]([O:16][CH3:17])=[CH:14][C:13]([O:18][CH3:19])=[CH:12][C:11]=1[O:20][CH3:21])([CH3:7])[CH2:3][C:4]([OH:6])=[O:5].C(=O)(O)[O-].[Na+].[Cl:27][CH2:28][C:29]([CH2:31]Cl)=[O:30]. Given the product [CH3:7][C:2]([S:8][CH2:9][C:10]1[C:15]([O:16][CH3:17])=[CH:14][C:13]([O:18][CH3:19])=[CH:12][C:11]=1[O:20][CH3:21])([CH3:1])[CH2:3][C:4]([O:6][CH2:31][C:29](=[O:30])[CH2:28][Cl:27])=[O:5], predict the reactants needed to synthesize it.